The task is: Predict the reactants needed to synthesize the given product.. This data is from Retrosynthesis with 50K atom-mapped reactions and 10 reaction types from USPTO. (1) Given the product CCCOc1nc(Cl)ccc1C#N, predict the reactants needed to synthesize it. The reactants are: CCCOc1nc(Cl)ccc1C(N)=O. (2) Given the product Cc1nc(C)n(CC(=O)N[C@@H](COCc2ccccc2)C(=O)Nc2ccc(Oc3ccc(F)cc3)cc2)n1, predict the reactants needed to synthesize it. The reactants are: Cc1nc(C)n(CC(=O)O)n1.N[C@@H](COCc1ccccc1)C(=O)Nc1ccc(Oc2ccc(F)cc2)cc1. (3) Given the product CC#CCOc1ccc(S(=O)(=O)Oc2c(C)cccc2C(=O)O)cc1, predict the reactants needed to synthesize it. The reactants are: CC#CCOc1ccc(S(=O)(=O)Oc2c(C)cccc2C(=O)OC)cc1.